This data is from Full USPTO retrosynthesis dataset with 1.9M reactions from patents (1976-2016). The task is: Predict the reactants needed to synthesize the given product. (1) Given the product [S:1]1[C:5]([C:6]2[CH:24]=[C:23]([CH:22]([O:25][CH2:26][CH3:27])[O:21][CH2:19][CH3:20])[N:29]([CH3:28])[N:30]=2)=[CH:4][C:3]2[CH2:9][CH2:10][CH2:11][C:2]1=2, predict the reactants needed to synthesize it. The reactants are: [S:1]1[C:5]([C:6](Cl)=O)=[CH:4][C:3]2[CH2:9][CH2:10][CH2:11][C:2]1=2.C(N(CC)CC)C.[CH2:19]([O:21][CH:22]([O:25][CH2:26][CH3:27])[C:23]#[CH:24])[CH3:20].[CH3:28][NH:29][NH2:30]. (2) Given the product [NH2:12][C:11]1[C:2]([Cl:1])=[N:3][C:4]2[C:9]([C:10]=1[NH:15][CH2:16][C:17]([NH:20][S:21]([CH3:24])(=[O:22])=[O:23])([CH3:19])[CH3:18])=[CH:8][CH:7]=[CH:6][CH:5]=2, predict the reactants needed to synthesize it. The reactants are: [Cl:1][C:2]1[C:11]([N+:12]([O-])=O)=[C:10]([NH:15][CH2:16][C:17]([NH:20][S:21]([CH3:24])(=[O:23])=[O:22])([CH3:19])[CH3:18])[C:9]2[C:4](=[CH:5][CH:6]=[CH:7][CH:8]=2)[N:3]=1. (3) Given the product [CH3:1][C:2]1[O:6][N:5]=[C:4]([C:7]2[CH:8]=[CH:9][CH:10]=[CH:11][CH:12]=2)[C:3]=1[C:13]1[N:14]=[C:15]2[CH:20]=[CH:19][C:18]([NH:21][C:30](=[O:31])[CH2:29][C:25]3[CH:24]=[N:23][CH:28]=[CH:27][CH:26]=3)=[CH:17][N:16]2[CH:22]=1, predict the reactants needed to synthesize it. The reactants are: [CH3:1][C:2]1[O:6][N:5]=[C:4]([C:7]2[CH:12]=[CH:11][CH:10]=[CH:9][CH:8]=2)[C:3]=1[C:13]1[N:14]=[C:15]2[CH:20]=[CH:19][C:18]([NH2:21])=[CH:17][N:16]2[CH:22]=1.[N:23]1[CH:28]=[CH:27][CH:26]=[C:25]([CH2:29][C:30](O)=[O:31])[CH:24]=1. (4) Given the product [Cl:8][C:5]1[N:4]=[CH:3][C:2]([C:10]([OH:11])([CH3:12])[CH3:9])=[CH:7][N:6]=1, predict the reactants needed to synthesize it. The reactants are: Br[C:2]1[CH:3]=[N:4][C:5]([Cl:8])=[N:6][CH:7]=1.[CH3:9][C:10]([CH3:12])=[O:11].CCCCCC.C([Li])CCC.C(=O)(O)[O-].[Na+]. (5) The reactants are: Br[C:2]1[CH:3]=[CH:4][CH:5]=[C:6]2[C:11]=1[N:10]=[C:9]([NH:12][C@H:13]1[CH2:18][CH2:17][C@H:16]([OH:19])[CH2:15][CH2:14]1)[N:8]=[CH:7]2.[OH:20][C:21]1[CH:26]=[CH:25][C:24](B(O)O)=[CH:23][CH:22]=1. Given the product [OH:19][C@H:16]1[CH2:17][CH2:18][C@H:13]([NH:12][C:9]2[N:8]=[CH:7][C:6]3[C:11](=[C:2]([C:24]4[CH:25]=[CH:26][C:21]([OH:20])=[CH:22][CH:23]=4)[CH:3]=[CH:4][CH:5]=3)[N:10]=2)[CH2:14][CH2:15]1, predict the reactants needed to synthesize it. (6) Given the product [CH3:1][NH:2][C:5]([CH:7]1[O:11][C:10](=[O:12])[N:9]([C:13]2[CH:14]=[C:15]3[C:19](=[CH:20][CH:21]=2)[N:18]([CH2:22][CH3:23])[C:17](=[O:24])[CH2:16]3)[CH2:8]1)=[O:4], predict the reactants needed to synthesize it. The reactants are: [CH3:1][NH2:2].C[O:4][C:5]([C@@H:7]1[O:11][C:10](=[O:12])[N:9]([C:13]2[CH:14]=[C:15]3[C:19](=[CH:20][CH:21]=2)[N:18]([CH2:22][CH3:23])[C:17](=[O:24])[CH2:16]3)[CH2:8]1)=O. (7) Given the product [BrH:2].[BrH:1].[CH2:24]([O:23][C:20]1[CH:21]=[C:22]2[C:17](=[CH:18][C:19]=1[O:26][CH2:27][CH3:28])[N:16]=[CH:15][N:14]=[C:13]2[NH:12][C:8]1[CH:9]=[CH:10][CH:11]=[C:6]([C:4]2[N:33]=[C:31]([NH:30][CH3:29])[S:32][CH:3]=2)[CH:7]=1)[CH3:25], predict the reactants needed to synthesize it. The reactants are: [BrH:1].[Br:2][CH2:3][C:4]([C:6]1[CH:11]=[CH:10][CH:9]=[C:8]([NH:12][C:13]2[C:22]3[C:17](=[CH:18][C:19]([O:26][CH2:27][CH3:28])=[C:20]([O:23][CH2:24][CH3:25])[CH:21]=3)[N:16]=[CH:15][N:14]=2)[CH:7]=1)=O.[CH3:29][NH:30][C:31]([NH2:33])=[S:32].